Dataset: TCR-epitope binding with 47,182 pairs between 192 epitopes and 23,139 TCRs. Task: Binary Classification. Given a T-cell receptor sequence (or CDR3 region) and an epitope sequence, predict whether binding occurs between them. (1) The epitope is TSNQVAVLY. The TCR CDR3 sequence is CASSYPNSEREVYNEQFF. Result: 0 (the TCR does not bind to the epitope). (2) The epitope is TPINLVRDL. Result: 1 (the TCR binds to the epitope). The TCR CDR3 sequence is CASSLLAGMKQYF. (3) The epitope is RLRPGGKKR. The TCR CDR3 sequence is CASSLGGFGEAFF. Result: 0 (the TCR does not bind to the epitope).